Dataset: Full USPTO retrosynthesis dataset with 1.9M reactions from patents (1976-2016). Task: Predict the reactants needed to synthesize the given product. (1) Given the product [N+:14]([C:17]1[CH:22]=[CH:21][C:20]([C:2]2[S:6][C:5]([C:7]3([OH:13])[CH2:12][CH2:11][O:10][CH2:9][CH2:8]3)=[N:4][CH:3]=2)=[CH:19][CH:18]=1)([O-:16])=[O:15], predict the reactants needed to synthesize it. The reactants are: I[C:2]1[S:6][C:5]([C:7]2([OH:13])[CH2:12][CH2:11][O:10][CH2:9][CH2:8]2)=[N:4][CH:3]=1.[N+:14]([C:17]1[CH:22]=[CH:21][C:20](B(O)O)=[CH:19][CH:18]=1)([O-:16])=[O:15].[F-].[K+].C(COC)OC. (2) Given the product [CH:16]1([O:15][C:13]2[CH:12]=[CH:11][N:10]=[C:9]([NH:7][C:4]3[S:5][CH:6]=[C:2]([CH3:1])[N:3]=3)[CH:14]=2)[CH2:17][CH2:18][CH2:19][CH2:20][CH2:21]1, predict the reactants needed to synthesize it. The reactants are: [CH3:1][C:2]1[N:3]=[C:4]([NH2:7])[S:5][CH:6]=1.Cl[C:9]1[CH:14]=[C:13]([O:15][CH:16]2[CH2:21][CH2:20][CH2:19][CH2:18][CH2:17]2)[CH:12]=[CH:11][N:10]=1.P([O-])([O-])([O-])=O.[K+].[K+].[K+].O. (3) Given the product [C:36]([N:4]1[CH2:5][CH2:6][N:7]([C:10]2[N:11]=[CH:12][C:13]3[CH:19]=[C:18]([C:20]4[CH:21]=[CH:22][CH:23]=[CH:24][CH:25]=4)[C:17]([C:26]4[CH:33]=[CH:32][C:29]([CH2:30][N:41]5[CH2:46][CH2:45][CH:44]([C:47]6[NH:48][C:49]([C:52]7[CH:57]=[CH:56][CH:55]=[CH:54][N:53]=7)=[N:50][N:51]=6)[CH2:43][CH2:42]5)=[CH:28][CH:27]=4)=[N:16][C:14]=3[N:15]=2)[CH2:8][CH2:9]1)(=[O:38])[CH3:35], predict the reactants needed to synthesize it. The reactants are: C([N:4]1[CH2:9][CH2:8][N:7]([C:10]2[N:11]=[CH:12][C:13]3[CH:19]=[C:18]([C:20]4[CH:25]=[CH:24][CH:23]=[CH:22][CH:21]=4)[C:17]([C:26]4[CH:33]=[CH:32][C:29]([CH:30]=O)=[CH:28][CH:27]=4)=[N:16][C:14]=3[N:15]=2)[CH2:6][CH2:5]1)(=O)C.F[C:35](F)(F)[C:36]([OH:38])=O.[NH:41]1[CH2:46][CH2:45][CH:44]([C:47]2[NH:48][C:49]([C:52]3[CH:57]=[CH:56][CH:55]=[CH:54][N:53]=3)=[N:50][N:51]=2)[CH2:43][CH2:42]1.CCN(CC)CC.CC(O)=O.C(O[BH-](OC(=O)C)OC(=O)C)(=O)C.[Na+]. (4) Given the product [CH:1]1([C:4]2[N:8]=[C:7]([C:9]3[N:10]=[CH:11][N:12]4[C:18]=3[CH2:17][NH:16][C:15](=[O:30])[C:14]3[CH:31]=[C:32]([O:35][CH3:36])[CH:33]=[CH:34][C:13]4=3)[O:6][N:5]=2)[CH2:3][CH2:2]1, predict the reactants needed to synthesize it. The reactants are: [CH:1]1([C:4]2[N:8]=[C:7]([C:9]3[N:10]=[CH:11][N:12]4[C:18]=3[CH2:17][N:16](CC3C=CC(OC)=CC=3OC)[C:15](=[O:30])[C:14]3[CH:31]=[C:32]([O:35][CH3:36])[CH:33]=[CH:34][C:13]4=3)[O:6][N:5]=2)[CH2:3][CH2:2]1.C(O)(C(F)(F)F)=O.FC(F)(F)S(O)(=O)=O.